From a dataset of Choline transporter screen with 302,306 compounds. Binary Classification. Given a drug SMILES string, predict its activity (active/inactive) in a high-throughput screening assay against a specified biological target. (1) The drug is n12nc(c(c2nc(cc1c1ccccc1)C)C#N)C. The result is 0 (inactive). (2) The molecule is O=C(N1CCC(n2nccc2NC(=O)CCOc2ccccc2)CC1)CC=C. The result is 0 (inactive).